This data is from Full USPTO retrosynthesis dataset with 1.9M reactions from patents (1976-2016). The task is: Predict the reactants needed to synthesize the given product. (1) Given the product [F:1][C:2]1[CH:7]=[CH:6][C:5]([F:8])=[CH:4][C:3]=1[N:9]1[CH:17]=[CH:18][C:19]([NH2:20])=[N:10]1, predict the reactants needed to synthesize it. The reactants are: [F:1][C:2]1[CH:7]=[CH:6][C:5]([F:8])=[CH:4][C:3]=1[NH:9][NH2:10].C[O-].[Na+].C(O[CH:17]=[CH:18][C:19]#[N:20])C. (2) Given the product [CH3:1][C:2]1[CH:10]=[CH:9][C:8]([N+:11]([O-:13])=[O:12])=[CH:7][C:3]=1[C:4]([N:25]1[CH2:26][CH2:27][CH:22]([C:19]2[CH:20]=[CH:21][C:16]([C:14]#[N:15])=[CH:17][CH:18]=2)[CH2:23][CH2:24]1)=[O:6], predict the reactants needed to synthesize it. The reactants are: [CH3:1][C:2]1[CH:10]=[CH:9][C:8]([N+:11]([O-:13])=[O:12])=[CH:7][C:3]=1[C:4]([OH:6])=O.[C:14]([C:16]1[CH:21]=[CH:20][C:19]([CH:22]2[CH2:27][CH2:26][NH:25][CH2:24][CH2:23]2)=[CH:18][CH:17]=1)#[N:15].Cl.CN(C)CCCN=C=NCC.C(OCC)(=O)C. (3) Given the product [Cl:22][Si:21]([CH3:25])([CH3:24])[CH:9]1[C:10]2[C:18](=[CH:17][C:16]3[CH2:15][CH2:14][CH2:13][C:12]=3[CH:11]=2)[C:7]([C:1]2[CH:6]=[CH:5][CH:4]=[CH:3][CH:2]=2)=[CH:8]1, predict the reactants needed to synthesize it. The reactants are: [C:1]1([C:7]2[C:18]3[CH:17]=[C:16]4[C:12]([CH2:13][CH2:14][CH2:15]4)=[CH:11][C:10]=3[CH2:9][CH:8]=2)[CH:6]=[CH:5][CH:4]=[CH:3][CH:2]=1.[Li][Li].[Si:21]([CH3:25])([CH3:24])(Cl)[Cl:22]. (4) Given the product [S:3]1[C:4]2[CH2:9][S:8][CH2:7][C:5]=2[N:6]=[C:2]1[C:18](=[O:19])[CH:17]([CH2:15][CH3:16])[CH2:21][CH2:22][CH2:23][CH3:24], predict the reactants needed to synthesize it. The reactants are: Br[C:2]1[S:3][C:4]2[CH2:9][S:8][CH2:7][C:5]=2[N:6]=1.C([Mg]Cl)(C)C.[CH2:15]([CH:17]([CH2:21][CH2:22][CH2:23][CH3:24])[C:18](Cl)=[O:19])[CH3:16].O. (5) Given the product [Br:1][C:2]1[CH:3]=[C:4]2[C:9](=[CH:10][CH:11]=1)[C:8](=[O:12])[NH:7][C:6](=[O:13])/[C:5]/2=[CH:14]\[NH:29][C:26]1[CH:25]=[CH:24][C:23]([O:22][CH2:21][CH2:20][N:19]([CH3:30])[CH3:18])=[CH:28][CH:27]=1, predict the reactants needed to synthesize it. The reactants are: [Br:1][C:2]1[CH:3]=[C:4]2[C:9](=[CH:10][CH:11]=1)[C:8](=[O:12])[NH:7][C:6](=[O:13])/[C:5]/2=[CH:14]/OC.Cl.[CH3:18][N:19]([CH3:30])[CH2:20][CH2:21][O:22][C:23]1[CH:28]=[CH:27][C:26]([NH2:29])=[CH:25][CH:24]=1.C(N(CC)CC)C.